This data is from Reaction yield outcomes from USPTO patents with 853,638 reactions. The task is: Predict the reaction yield, written as a fraction of the theoretical maximum amount of product (1.0 means a 100% yield; for example, 0.34 means a 34% yield). (1) The yield is 0.650. The reactants are [C:1]([NH:9][NH2:10])(=[O:8])[C:2]1[CH:7]=[CH:6][CH:5]=[CH:4][CH:3]=1.CN1CCCC1=O.[C:18](Cl)(=[O:25])[C:19]1[CH:24]=[CH:23][CH:22]=[CH:21][CH:20]=1. The catalyst is O. The product is [C:1]([N:9]([C:18](=[O:25])[C:19]1[CH:24]=[CH:23][CH:22]=[CH:21][CH:20]=1)[NH2:10])(=[O:8])[C:2]1[CH:7]=[CH:6][CH:5]=[CH:4][CH:3]=1. (2) The reactants are [CH2:1]([O:8][CH2:9][O:10][C:11]1[CH:20]=[CH:19][CH:18]=[C:17]2[C:12]=1[CH:13]=[CH:14][C:15]([NH2:21])=[CH:16]2)[C:2]1[CH:7]=[CH:6][CH:5]=[CH:4][CH:3]=1.FC(F)(F)S(O[C:28]1[C:36]2[C:31](=[CH:32][N:33]=[CH:34][CH:35]=2)[O:30][C:29]=1[C:37]1[N:42]=[CH:41][C:40]([C:43]([O:45][CH3:46])=[O:44])=[CH:39][N:38]=1)(=O)=O. No catalyst specified. The product is [CH2:1]([O:8][CH2:9][O:10][C:11]1[CH:20]=[CH:19][CH:18]=[C:17]2[C:12]=1[CH:13]=[CH:14][C:15]([NH:21][C:28]1[C:36]3[C:31](=[CH:32][N:33]=[CH:34][CH:35]=3)[O:30][C:29]=1[C:37]1[N:42]=[CH:41][C:40]([C:43]([O:45][CH3:46])=[O:44])=[CH:39][N:38]=1)=[CH:16]2)[C:2]1[CH:3]=[CH:4][CH:5]=[CH:6][CH:7]=1. The yield is 0.700. (3) The reactants are [Cl:1][C:2]1[C:3]2[C:10]([C:11]3[CH:16]=[CH:15][C:14]([F:17])=[CH:13][CH:12]=3)=[CH:9][S:8][C:4]=2[N:5]=[CH:6][N:7]=1.[Cl:18]N1C(=O)CCC1=O. The catalyst is C(O)(=O)C. The product is [Cl:1][C:2]1[C:3]2[C:10]([C:11]3[CH:16]=[CH:15][C:14]([F:17])=[CH:13][CH:12]=3)=[C:9]([Cl:18])[S:8][C:4]=2[N:5]=[CH:6][N:7]=1. The yield is 0.160.